Dataset: Peptide-MHC class II binding affinity with 134,281 pairs from IEDB. Task: Regression. Given a peptide amino acid sequence and an MHC pseudo amino acid sequence, predict their binding affinity value. This is MHC class II binding data. (1) The peptide sequence is DTVPRGYRIAARPGA. The MHC is DRB1_0701 with pseudo-sequence DRB1_0701. The binding affinity (normalized) is 0.0918. (2) The peptide sequence is NCNIAPLMVAYMLER. The MHC is DRB3_0101 with pseudo-sequence DRB3_0101. The binding affinity (normalized) is 0.256. (3) The peptide sequence is AVQVTFTVQKGSDPK. The MHC is HLA-DPA10301-DPB10402 with pseudo-sequence HLA-DPA10301-DPB10402. The binding affinity (normalized) is 0.170.